This data is from Forward reaction prediction with 1.9M reactions from USPTO patents (1976-2016). The task is: Predict the product of the given reaction. Given the reactants Cl.[O:2]1[C:6]2[CH:7]=[CH:8][CH:9]=[C:10]([CH:11]3[CH2:16][CH2:15][N:14]([CH2:17][CH2:18][C@H:19]4[CH2:24][CH2:23][C@H:22]([NH2:25])[CH2:21][CH2:20]4)[CH2:13][CH2:12]3)[C:5]=2[O:4][CH2:3]1.[N:26]1[C:35]2[C:30](=[CH:31][CH:32]=[CH:33][CH:34]=2)[C:29]([C:36](O)=[O:37])=[CH:28][CH:27]=1, predict the reaction product. The product is: [O:2]1[C:6]2[CH:7]=[CH:8][CH:9]=[C:10]([CH:11]3[CH2:16][CH2:15][N:14]([CH2:17][CH2:18][C@H:19]4[CH2:20][CH2:21][C@H:22]([NH:25][C:36]([C:29]5[C:30]6[C:35](=[CH:34][CH:33]=[CH:32][CH:31]=6)[N:26]=[CH:27][CH:28]=5)=[O:37])[CH2:23][CH2:24]4)[CH2:13][CH2:12]3)[C:5]=2[O:4][CH2:3]1.